From a dataset of Forward reaction prediction with 1.9M reactions from USPTO patents (1976-2016). Predict the product of the given reaction. (1) Given the reactants I[C:2]1[CH:7]=[CH:6][CH:5]=[C:4]([S:8]([CH3:11])(=[O:10])=[O:9])[CH:3]=1.I[C:13]([F:20])([F:19])[C:14]([O:16][CH2:17][CH3:18])=[O:15].[Cl-].[NH4+], predict the reaction product. The product is: [F:19][C:13]([F:20])([C:2]1[CH:7]=[CH:6][CH:5]=[C:4]([S:8]([CH3:11])(=[O:10])=[O:9])[CH:3]=1)[C:14]([O:16][CH2:17][CH3:18])=[O:15]. (2) Given the reactants [Cl:1][C:2]1[C:3]([NH:20][CH:21]2[CH2:31][CH2:30][C:24]3([CH2:29][CH2:28][NH:27][CH2:26][CH2:25]3)[CH2:23][CH2:22]2)=[N:4][C:5]([NH:8][C:9]2[CH:10]=[CH:11][C:12]3[C:16]([CH:17]=2)=[N:15][N:14]([CH3:18])[C:13]=3[CH3:19])=[N:6][CH:7]=1.[C:32]([CH2:34][C:35](O)=[O:36])#[N:33].CN(C(ON1N=NC2C=CC=NC1=2)=[N+](C)C)C.F[P-](F)(F)(F)(F)F.CCN(CC)CC, predict the reaction product. The product is: [Cl:1][C:2]1[C:3]([NH:20][CH:21]2[CH2:22][CH2:23][C:24]3([CH2:25][CH2:26][N:27]([C:35](=[O:36])[CH2:34][C:32]#[N:33])[CH2:28][CH2:29]3)[CH2:30][CH2:31]2)=[N:4][C:5]([NH:8][C:9]2[CH:10]=[CH:11][C:12]3[C:16]([CH:17]=2)=[N:15][N:14]([CH3:18])[C:13]=3[CH3:19])=[N:6][CH:7]=1. (3) Given the reactants [CH2:1]([O:3][C:4](=[O:18])[C:5]1[CH:10]=[C:9]([C:11]([F:14])([F:13])[F:12])[C:8]([CH:15]=[O:16])=[CH:7][C:6]=1[NH2:17])[CH3:2].C(OC(=O)C1C=C(C(F)(F)F)C(C=O)=C(Cl)C=1N)C.C1C(=O)N([Br:45])C(=O)C1, predict the reaction product. The product is: [CH2:1]([O:3][C:4](=[O:18])[C:5]1[CH:10]=[C:9]([C:11]([F:13])([F:12])[F:14])[C:8]([CH:15]=[O:16])=[C:7]([Br:45])[C:6]=1[NH2:17])[CH3:2]. (4) The product is: [CH2:81]([O:80][C:78](=[O:79])[CH2:77][CH2:76][NH:75][C:61](=[O:62])[CH2:60][CH:51]1[O:50][CH:49]([C:64]2[CH:69]=[CH:68][CH:67]=[C:66]([O:70][CH3:71])[C:65]=2[O:72][CH3:73])[C:48]2[CH:74]=[C:44]([Cl:43])[CH:45]=[CH:46][C:47]=2[N:53]2[C:54]([CH:57]([CH3:58])[CH3:59])=[N:55][N:56]=[C:52]12)[CH3:82]. Given the reactants C1CN([P+](ON2N=NC3C=CC=CC2=3)(N2CCCC2)N2CCCC2)CC1.F[P-](F)(F)(F)(F)F.C(N(CC)C(C)C)(C)C.[Cl:43][C:44]1[CH:45]=[CH:46][C:47]2[N:53]3[C:54]([CH:57]([CH3:59])[CH3:58])=[N:55][N:56]=[C:52]3[CH:51]([CH2:60][C:61](O)=[O:62])[O:50][CH:49]([C:64]3[CH:69]=[CH:68][CH:67]=[C:66]([O:70][CH3:71])[C:65]=3[O:72][CH3:73])[C:48]=2[CH:74]=1.[NH2:75][CH2:76][CH2:77][C:78]([O:80][CH2:81][CH3:82])=[O:79], predict the reaction product. (5) Given the reactants [NH2:1][C:2]1[C:7]([C:8]([NH2:10])=[O:9])=[C:6]([N:11]2[CH2:16][CH2:15][CH:14]([C:17]3[N:18]([CH3:33])[CH:19]=[C:20]([C:22]4[CH:27]=[CH:26][C:25]([F:28])=[C:24]([C:29]([F:32])([F:31])[F:30])[CH:23]=4)[N:21]=3)[CH2:13][CH2:12]2)[N:5]=[CH:4][N:3]=1.N[C:35]1C(C#N)=C(N2CCC(C3N(CCNC)C=C(C4C=CC(F)=C(C(F)(F)F)C=4)N=3)CC2)N=[CH:37][N:36]=1, predict the reaction product. The product is: [NH2:1][C:2]1[C:7]([C:8]([NH2:10])=[O:9])=[C:6]([N:11]2[CH2:16][CH2:15][CH:14]([C:17]3[N:18]([CH2:33][CH2:35][NH:36][CH3:37])[CH:19]=[C:20]([C:22]4[CH:27]=[CH:26][C:25]([F:28])=[C:24]([C:29]([F:32])([F:31])[F:30])[CH:23]=4)[N:21]=3)[CH2:13][CH2:12]2)[N:5]=[CH:4][N:3]=1. (6) Given the reactants [F:1][C:2]1[CH:10]=[CH:9][C:8]([C:11]2[CH:16]=[CH:15][N:14]=[CH:13][CH:12]=2)=[CH:7][C:3]=1[C:4]([NH2:6])=[O:5].Cl, predict the reaction product. The product is: [F:1][C:2]1[CH:10]=[CH:9][C:8]([CH:11]2[CH2:16][CH2:15][NH:14][CH2:13][CH2:12]2)=[CH:7][C:3]=1[C:4]([NH2:6])=[O:5]. (7) Given the reactants [CH:1]1([O:6][C:7]2[CH:8]=[C:9]([C@H:15]3[CH2:20][NH:19][C:18](=[O:21])[CH:17]([CH2:22][C:23](O)=[O:24])[CH2:16]3)[CH:10]=[CH:11][C:12]=2[O:13][CH3:14])[CH2:5][CH2:4][CH2:3][CH2:2]1.S(O)(O)(=O)=O.[NH2:31][C:32]1[NH:33][CH:34]=[CH:35][N:36]=1.F[P-](F)(F)(F)(F)F.N1(O[P+](N(C)C)(N(C)C)N(C)C)C2C=CC=CC=2N=N1.C(N(CC)C(C)C)(C)C, predict the reaction product. The product is: [CH:1]1([O:6][C:7]2[CH:8]=[C:9]([C@H:15]3[CH2:20][NH:19][C:18](=[O:21])[CH:17]([CH2:22][C:23]([NH:31][C:32]4[NH:33][CH:34]=[CH:35][N:36]=4)=[O:24])[CH2:16]3)[CH:10]=[CH:11][C:12]=2[O:13][CH3:14])[CH2:2][CH2:3][CH2:4][CH2:5]1.